Dataset: Experimentally validated miRNA-target interactions with 360,000+ pairs, plus equal number of negative samples. Task: Binary Classification. Given a miRNA mature sequence and a target amino acid sequence, predict their likelihood of interaction. (1) The miRNA is mmu-miR-153-3p with sequence UUGCAUAGUCACAAAAGUGAUC. The protein sequence of the target gene is MFPNGTASSPSSSPSPSPGSCGEGGGSRGPGAGAADGMEEPGRNASQNGTLSEGQGSAILISFIYSVVCLVGLCGNSMVIYVILRYAKMKTATNIYILNLAIADELLMLSVPFLVTSTLLRHWPFGALLCRLVLSVDAVNMFTSIYCLTVLSVDRYVAVVHPIKAARYRRPTVAKVVNLGVWVLSLLVILPIVVFSRTAANSDGTVACNMLMPEPAQRWLVGFVLYTFLMGFLLPVGAICLCYVLIIAKMRMVALKAGWQQRKRSERKITLMVMMVVMVFVICWMPFYVVQLVNVFAEQD.... Result: 0 (no interaction). (2) The miRNA is bta-miR-146b with sequence UGAGAACUGAAUUCCAUAGGCUGU. The protein sequence of the target gene is MEISRLAQSKRNIISLNMDLERDTQRIDEANQKLLLKIQEREDKIQRLESEIIQTRGLVEDEEWEKENRTTMERERALQELEEETARLERKNKTLVHSITELQQKLTRKSQKITNCEQSSPDGALEETKVKLQQLEASYACQEKELLKVMKEYAFVTQLCEDQALYIKKYQETLKKIEEELEALFLEREVSKLVSMNPVEKEHTSQNNEGTPTQKTARLFSKKIFCCLFFITLFFIRLLSYMFFHVRFINPDLLVNVLPKVLGRSTLWKLRCFFFPSLTLETEDMLPH. Result: 0 (no interaction). (3) The miRNA is hsa-miR-329-3p with sequence AACACACCUGGUUAACCUCUUU. Result: 1 (interaction). The protein sequence of the target gene is MEEDEFIGEKTFQRYCAEFIKHSQQIGDSWEWRPSKDCSDGYMCKIHFQIKNGSVMSHLGASTHGQTCLPMEEAFELPLDDCEVIETAAASEVIKYEYHVLYSCSYQVPVLYFRASFLDGRPLTLKDIWEGVHECYKMRLLQGPWDTITQQEHPILGQPFFVLHPCKTNEFMTPVLKNSQKINKNVNYITSWLSIVGPVVGLNLPLSYAKATSQDERNVP. (4) The miRNA is hsa-miR-4637 with sequence UACUAACUGCAGAUUCAAGUGA. The protein sequence of the target gene is MKLYVFLVNTGTTLTFDTELTVQTVADLKHAIQSKYKIAIQHQVLVVNGGECMAADRRVCTYSAGTDTNPIFLFNKEMILCDRAPAIPKATFSTENDMEIKVEESLMMPAVFHTVASRTQLAVEMYDVAKKLCSFCEGLVHDEHLQHQGWAAIMANLEDCSNSYQKLLFKFESIYSDYLQSIEDIKLKLTHLGTAVSVMAKIPLLECLTRHSYRECLGRPDSLNEHEGSEKAEMKRSTELVLSPDMPRTTNTSLVTSFHKSMEHVAPDPTGTERGKELRESCQSTVQQEEASVDAKDSDL.... Result: 0 (no interaction). (5) The miRNA is hsa-miR-937-5p with sequence GUGAGUCAGGGUGGGGCUGG. The protein sequence of the target gene is MVGGGGVGGGLLENANPLIYQRSGERPVTAGEEDEQVPDSIDAREIFDLIRSINDPEHPLTLEELNVVEQVRVQVSDPESTVAVAFTPTIPHCSMATLIGLSIKVKLLRSLPQRFKMDVHITPGTHASEHAVNKQLADKERVAAALENTHLLEVVNQCLSARS. Result: 0 (no interaction).